From a dataset of Forward reaction prediction with 1.9M reactions from USPTO patents (1976-2016). Predict the product of the given reaction. (1) Given the reactants [CH3:1][O:2][C:3]1[CH:12]=[CH:11][C:10](/[CH:13]=[N:14]/OC)=[CH:9][C:4]=1[C:5]([O:7][CH3:8])=[O:6].Cl, predict the reaction product. The product is: [NH2:14][CH2:13][C:10]1[CH:11]=[CH:12][C:3]([O:2][CH3:1])=[C:4]([CH:9]=1)[C:5]([O:7][CH3:8])=[O:6]. (2) Given the reactants [CH3:1][O:2][C:3]1[CH:4]=[C:5]([CH2:11][C:12]([N:14]2[CH2:18][CH2:17][C:16]([C:19]3[CH:24]=[CH:23][C:22]([N+:25]([O-])=O)=[CH:21][CH:20]=3)=[N:15]2)=[O:13])[CH:6]=[CH:7][C:8]=1[O:9][CH3:10], predict the reaction product. The product is: [NH2:25][C:22]1[CH:21]=[CH:20][C:19]([C:16]2[CH2:17][CH2:18][N:14]([C:12](=[O:13])[CH2:11][C:5]3[CH:6]=[CH:7][C:8]([O:9][CH3:10])=[C:3]([O:2][CH3:1])[CH:4]=3)[N:15]=2)=[CH:24][CH:23]=1. (3) Given the reactants Cl[C:2]1[N:7]=[CH:6][C:5]([O:8][C:9]2[CH:14]=[CH:13][C:12]([S:15]([NH:18][C:19]3[S:20][CH:21]=[CH:22][N:23]=3)(=[O:17])=[O:16])=[CH:11][C:10]=2[C:24]#[N:25])=[C:4]([C:26]2[CH:27]=[N:28][CH:29]=[CH:30][CH:31]=2)[CH:3]=1.[F:32][C:33]1[N:38]=[CH:37][C:36](B(O)O)=[CH:35][CH:34]=1.C([O-])([O-])=O.[Na+].[Na+].O, predict the reaction product. The product is: [C:24]([C:10]1[CH:11]=[C:12]([S:15]([NH:18][C:19]2[S:20][CH:21]=[CH:22][N:23]=2)(=[O:17])=[O:16])[CH:13]=[CH:14][C:9]=1[O:8][C:5]1[C:4]([C:26]2[CH:27]=[N:28][CH:29]=[CH:30][CH:31]=2)=[CH:3][C:2]([C:36]2[CH:37]=[N:38][C:33]([F:32])=[CH:34][CH:35]=2)=[N:7][CH:6]=1)#[N:25]. (4) Given the reactants [CH:1]1([C@H:4]([NH:12][C:13]([CH2:15][C:16]2[CH:24]=[CH:23][CH:22]=[C:21]([F:25])[C:17]=2[C:18](O)=[O:19])=[O:14])[C:5]2[CH:10]=[CH:9][CH:8]=[C:7]([F:11])[CH:6]=2)[CH2:3][CH2:2]1.[C:26](OC(=O)C)(=[O:28])[CH3:27], predict the reaction product. The product is: [C:26]([C:15]1[C:16]2[C:17](=[C:21]([F:25])[CH:22]=[CH:23][CH:24]=2)[C:18](=[O:19])[O:14][C:13]=1[NH:12][C@@H:4]([CH:1]1[CH2:2][CH2:3]1)[C:5]1[CH:10]=[CH:9][CH:8]=[C:7]([F:11])[CH:6]=1)(=[O:28])[CH3:27]. (5) Given the reactants [Cl:1][C:2]1[CH:10]=[C:9]([C:11]([F:14])([F:13])[F:12])[CH:8]=[CH:7][C:3]=1[C:4]([OH:6])=O.C([O:17][C:18](=[O:40])[C:19]([O:22][C:23]1[CH:28]=[CH:27][C:26]([O:29][C:30]2[CH:35]=[CH:34][CH:33]=[C:32]([CH2:36][NH2:37])[CH:31]=2)=[CH:25][C:24]=1[CH2:38]C)([CH3:21])[CH3:20])C, predict the reaction product. The product is: [Cl:1][C:2]1[CH:10]=[C:9]([C:11]([F:14])([F:13])[F:12])[CH:8]=[CH:7][C:3]=1[C:4]([NH:37][CH2:36][C:32]1[CH:31]=[C:30]([CH:35]=[CH:34][CH:33]=1)[O:29][C:26]1[CH:27]=[CH:28][C:23]([O:22][C:19]([CH3:21])([CH3:20])[C:18]([OH:40])=[O:17])=[C:24]([CH3:38])[CH:25]=1)=[O:6]. (6) Given the reactants C([O:5][C:6](=[O:35])[CH2:7][O:8][CH2:9][CH2:10][CH2:11][CH2:12][N:13]([C:17]1[CH:22]=[N:21][C:20]([C:23]2[CH:28]=[CH:27][CH:26]=[CH:25][CH:24]=2)=[C:19]([C:29]2[CH:34]=[CH:33][CH:32]=[CH:31][CH:30]=2)[N:18]=1)[CH:14]([CH3:16])[CH3:15])(C)(C)C.[OH-].[Na+], predict the reaction product. The product is: [C:23]1([C:20]2[N:21]=[CH:22][C:17]([N:13]([CH2:12][CH2:11][CH2:10][CH2:9][O:8][CH2:7][C:6]([OH:35])=[O:5])[CH:14]([CH3:16])[CH3:15])=[N:18][C:19]=2[C:29]2[CH:34]=[CH:33][CH:32]=[CH:31][CH:30]=2)[CH:24]=[CH:25][CH:26]=[CH:27][CH:28]=1. (7) Given the reactants [Cl:1][C:2]1[CH:3]=[CH:4][C:5]2[N:6]([C:8]([CH3:26])=[C:9]([NH:11][S:12]([C:15]3[CH:20]=[CH:19][C:18]([N:21]4[CH:25]=[CH:24][CH:23]=[N:22]4)=[CH:17][CH:16]=3)(=[O:14])=[O:13])[N:10]=2)[CH:7]=1.C([O-])([O-])=O.[Na+].[Na+].[F:33][C:34]1[CH:41]=[CH:40][C:37]([CH2:38]Br)=[CH:36][C:35]=1[C:42]([F:45])([F:44])[F:43], predict the reaction product. The product is: [Cl:1][C:2]1[CH:3]=[CH:4][C:5]2[N:6]([C:8]([CH3:26])=[C:9]([N:11]([CH2:38][C:37]3[CH:40]=[CH:41][C:34]([F:33])=[C:35]([C:42]([F:45])([F:43])[F:44])[CH:36]=3)[S:12]([C:15]3[CH:16]=[CH:17][C:18]([N:21]4[CH:25]=[CH:24][CH:23]=[N:22]4)=[CH:19][CH:20]=3)(=[O:14])=[O:13])[N:10]=2)[CH:7]=1. (8) Given the reactants Cl[C:2]1[N:3]=[CH:4][C:5](/[CH:8]=[CH:9]/[C:10]([O:12][CH3:13])=[O:11])=[N:6][CH:7]=1.[C:14]1([CH2:20][CH2:21][CH2:22][N:23]2[CH2:28][CH2:27][CH2:26][C@@H:25]([NH2:29])[CH2:24]2)[CH:19]=[CH:18][CH:17]=[CH:16][CH:15]=1.P([O-])([O-])([O-])=O.[K+].[K+].[K+].Cl, predict the reaction product. The product is: [C:14]1([CH2:20][CH2:21][CH2:22][N:23]2[CH2:28][CH2:27][CH2:26][C@@H:25]([NH:29][C:2]3[N:3]=[CH:4][C:5](/[CH:8]=[CH:9]/[C:10]([O:12][CH3:13])=[O:11])=[N:6][CH:7]=3)[CH2:24]2)[CH:15]=[CH:16][CH:17]=[CH:18][CH:19]=1. (9) Given the reactants [F:1][C:2]1[CH:3]=[C:4]([C:8]2[N:13]=[C:12]([CH3:14])[C:11]([C:15]([OH:17])=O)=[CH:10][N:9]=2)[CH:5]=[CH:6][CH:7]=1.[F:18][C:19]1[CH:20]=[C:21]2[CH:27]=[CH:26][N:25]([NH2:28])[C:22]2=[N:23][CH:24]=1.C[N+]1(C2N=C(OC)N=C(OC)N=2)CCOCC1.[Cl-], predict the reaction product. The product is: [F:18][C:19]1[CH:20]=[C:21]2[CH:27]=[CH:26][N:25]([NH:28][C:15]([C:11]3[C:12]([CH3:14])=[N:13][C:8]([C:4]4[CH:5]=[CH:6][CH:7]=[C:2]([F:1])[CH:3]=4)=[N:9][CH:10]=3)=[O:17])[C:22]2=[N:23][CH:24]=1.